Dataset: Reaction yield outcomes from USPTO patents with 853,638 reactions. Task: Predict the reaction yield, written as a fraction of the theoretical maximum amount of product (1.0 means a 100% yield; for example, 0.34 means a 34% yield). (1) The reactants are [Cl:1][C:2]1[CH:11]=[C:10]([C:12]#[N:13])[CH:9]=[C:8]([Cl:14])[C:3]=1[C:4]([O:6]C)=[O:5].[I-].[Li+]. The catalyst is N1C=CC=CC=1. The product is [Cl:1][C:2]1[CH:11]=[C:10]([C:12]#[N:13])[CH:9]=[C:8]([Cl:14])[C:3]=1[C:4]([OH:6])=[O:5]. The yield is 0.860. (2) The reactants are [Cl:1][C:2]1[C:10]2[C:5](=[CH:6][CH:7]=[C:8]([N+:11]([O-])=O)[CH:9]=2)[N:4]([CH2:14][C:15]2[CH:20]=[CH:19][CH:18]=[CH:17][N:16]=2)[CH:3]=1.S(S([O-])=O)([O-])=O.[Na+].[Na+]. The catalyst is C(O)C.O. The product is [NH2:11][C:8]1[CH:9]=[C:10]2[C:5](=[CH:6][CH:7]=1)[N:4]([CH2:14][C:15]1[CH:20]=[CH:19][CH:18]=[CH:17][N:16]=1)[CH:3]=[C:2]2[Cl:1]. The yield is 0.230. (3) The reactants are [F:1][C:2]1[CH:11]=[CH:10][C:9]([O:12][CH2:13][CH2:14][CH3:15])=[C:8]2[C:3]=1[C:4](=[O:28])[C:5]([C:20]1[CH:25]=[CH:24][C:23]([O:26][CH3:27])=[CH:22][CH:21]=1)=[CH:6][N:7]2[CH2:16][CH2:17][CH:18]=[O:19].Cl([O-])=[O:30].[Na+].CC(=CC)C.[Na].O.O.P(O)(O)(O)=O. The catalyst is O.ClCCl.C(O)(C)(C)C. The product is [F:1][C:2]1[CH:11]=[CH:10][C:9]([O:12][CH2:13][CH2:14][CH3:15])=[C:8]2[C:3]=1[C:4](=[O:28])[C:5]([C:20]1[CH:21]=[CH:22][C:23]([O:26][CH3:27])=[CH:24][CH:25]=1)=[CH:6][N:7]2[CH2:16][CH2:17][C:18]([OH:30])=[O:19]. The yield is 0.680. (4) The reactants are [Cl:1][C:2]1[CH:18]=[CH:17][C:5]2[CH2:6][CH2:7][N:8]([C:11](=[O:16])[C:12]([F:15])([F:14])[F:13])[CH2:9][CH2:10][C:4]=2[C:3]=1[NH:19][CH2:20][C:21]1[CH:26]=[CH:25][C:24]([OH:27])=[C:23]([Cl:28])[CH:22]=1.Br[CH2:30][C:31](=[O:36])[C:32]([CH3:35])([CH3:34])[CH3:33]. The product is [Cl:1][C:2]1[CH:18]=[CH:17][C:5]2[CH2:6][CH2:7][N:8]([C:11](=[O:16])[C:12]([F:13])([F:15])[F:14])[CH2:9][CH2:10][C:4]=2[C:3]=1[NH:19][CH2:20][C:21]1[CH:26]=[CH:25][C:24]([O:27][CH2:30][C:31](=[O:36])[C:32]([CH3:35])([CH3:34])[CH3:33])=[C:23]([Cl:28])[CH:22]=1. The yield is 0.820. No catalyst specified. (5) The reactants are F[C:2]1[CH:7]=[CH:6][C:5]([N+:8]([O-:10])=[O:9])=[CH:4][CH:3]=1.C([O-])([O-])=O.[K+].[K+].[C:17]([C:25]1[CH:30]=[CH:29][C:28]([OH:31])=[CH:27][CH:26]=1)([CH2:20][C:21]([CH3:24])([CH3:23])[CH3:22])([CH3:19])[CH3:18]. The catalyst is CN(C)C=O.O. The product is [CH3:19][C:17]([C:25]1[CH:26]=[CH:27][C:28]([O:31][C:2]2[CH:7]=[CH:6][C:5]([N+:8]([O-:10])=[O:9])=[CH:4][CH:3]=2)=[CH:29][CH:30]=1)([CH3:18])[CH2:20][C:21]([CH3:22])([CH3:23])[CH3:24]. The yield is 1.00. (6) The yield is 0.110. The reactants are [Cl:1][C:2]1[CH:20]=[CH:19][C:18]([C@H:21]2[C@H:26]([O:27]CC3C=CC=CC=3)[C@@H:25]([O:35]CC3C=CC=CC=3)[C@H:24]([O:43]CC3C=CC=CC=3)[C@@H:23]([CH2:51][O:52]CC3C=CC=CC=3)[O:22]2)=[CH:17][C:3]=1[CH2:4][C:5]1[N:10]=[N:9][C:8]([C:11]2[O:12][C:13]([CH3:16])=[CH:14][N:15]=2)=[CH:7][CH:6]=1.I[Si](C)(C)C. The product is [Cl:1][C:2]1[CH:20]=[CH:19][C:18]([C@H:21]2[C@H:26]([OH:27])[C@@H:25]([OH:35])[C@H:24]([OH:43])[C@@H:23]([CH2:51][OH:52])[O:22]2)=[CH:17][C:3]=1[CH2:4][C:5]1[N:10]=[N:9][C:8]([C:11]2[O:12][C:13]([CH3:16])=[CH:14][N:15]=2)=[CH:7][CH:6]=1. The catalyst is C(#N)C.